This data is from Reaction yield outcomes from USPTO patents with 853,638 reactions. The task is: Predict the reaction yield, written as a fraction of the theoretical maximum amount of product (1.0 means a 100% yield; for example, 0.34 means a 34% yield). (1) The reactants are [CH2:1]([NH:8][C:9]1([C:12]2[CH:17]=[CH:16][C:15]([C:18]#[C:19][C:20]3[CH:30]=[CH:29][C:23]([C:24]([O:26]CC)=[O:25])=[CH:22][CH:21]=3)=[CH:14][CH:13]=2)[CH2:11][CH2:10]1)[C:2]1[CH:7]=[CH:6][CH:5]=[CH:4][CH:3]=1.[OH-].[Na+]. The catalyst is C(O)C.O1CCCC1. The product is [CH2:1]([NH:8][C:9]1([C:12]2[CH:17]=[CH:16][C:15]([C:18]#[C:19][C:20]3[CH:21]=[CH:22][C:23]([C:24]([OH:26])=[O:25])=[CH:29][CH:30]=3)=[CH:14][CH:13]=2)[CH2:10][CH2:11]1)[C:2]1[CH:7]=[CH:6][CH:5]=[CH:4][CH:3]=1. The yield is 0.500. (2) The reactants are C(O[C:6]([N:8]1[CH2:12][CH:11]([CH2:13][O:14][CH3:15])[CH2:10][CH:9]1[C:16]1[NH:17][C:18]([C:21]2[CH:26]=[CH:25][C:24]([Br:27])=[CH:23][CH:22]=2)=[CH:19][N:20]=1)=[O:7])(C)(C)C.Cl.[CH3:29][O:30][C:31]([NH:33][CH:34]([CH:38]([CH3:40])[CH3:39])C(O)=O)=[O:32].CN(C(ON1N=NC2C=CC=NC1=2)=[N+](C)C)C.F[P-](F)(F)(F)(F)F.C(N(CC)CC)C. The catalyst is C(Cl)Cl.CN(C=O)C.CCOC(C)=O. The product is [CH3:29][O:30][C:31](=[O:32])[NH:33][CH:34]([C:6]([N:8]1[CH2:12][CH:11]([CH2:13][O:14][CH3:15])[CH2:10][CH:9]1[C:16]1[NH:17][C:18]([C:21]2[CH:22]=[CH:23][C:24]([Br:27])=[CH:25][CH:26]=2)=[CH:19][N:20]=1)=[O:7])[CH:38]([CH3:40])[CH3:39]. The yield is 0.980. (3) The reactants are [CH2:1]([N:8]1[CH2:12][CH2:11][CH:10](NC)[CH2:9]1)[C:2]1[CH:7]=[CH:6][CH:5]=[CH:4][CH:3]=1.[F:15][C:16]([F:27])([F:26])[C:17](O[C:17](=[O:18])[C:16]([F:27])([F:26])[F:15])=[O:18].[CH2:28]([N:30](CC)CC)C. The catalyst is ClCCl. The product is [CH2:1]([N:8]1[CH2:12][CH2:11][CH:10]([CH2:28][NH:30][C:17](=[O:18])[C:16]([F:27])([F:26])[F:15])[CH2:9]1)[C:2]1[CH:3]=[CH:4][CH:5]=[CH:6][CH:7]=1. The yield is 0.987. (4) The reactants are C[O:2][CH2:3][CH2:4][O:5][CH2:6][CH2:7][O:8][CH2:9][CH2:10][O:11][CH2:12][CH2:13][O:14][CH2:15][CH2:16][O:17][CH2:18][CH2:19][O:20][CH2:21][CH2:22][O:23][CH2:24][CH2:25][O:26][CH2:27][CH2:28][O:29][CH2:30]C1C=CC=CC=1. The catalyst is C(O)C.[Pd]. The product is [CH3:30][O:29][CH2:28][CH2:27][O:26][CH2:25][CH2:24][O:23][CH2:22][CH2:21][O:20][CH2:19][CH2:18][O:17][CH2:16][CH2:15][O:14][CH2:13][CH2:12][O:11][CH2:10][CH2:9][O:8][CH2:7][CH2:6][O:5][CH2:4][CH2:3][OH:2]. The yield is 0.990. (5) The reactants are [N:1]1[N:2]=[C:3]([C:10]2[CH:19]=[CH:18][C:17]3[C:12](=[C:13]([N:20]4[CH2:25][CH2:24][CH2:23][C@@H:22]([NH:26]C(=O)OC(C)(C)C)[CH2:21]4)[CH:14]=[CH:15][CH:16]=3)[N:11]=2)[N:4]2[CH:9]=[CH:8][CH:7]=[CH:6][C:5]=12.C(O)(C(F)(F)F)=O.C(Cl)Cl. No catalyst specified. The product is [N:1]1[N:2]=[C:3]([C:10]2[CH:19]=[CH:18][C:17]3[C:12](=[C:13]([N:20]4[CH2:25][CH2:24][CH2:23][C@@H:22]([NH2:26])[CH2:21]4)[CH:14]=[CH:15][CH:16]=3)[N:11]=2)[N:4]2[CH:9]=[CH:8][CH:7]=[CH:6][C:5]=12. The yield is 0.430. (6) The reactants are [F:1][C:2]([F:22])([F:21])[CH2:3][N:4]1[CH2:9][CH2:8][N:7]([S:10]([C:13]2[CH:20]=[CH:19][C:16]([C:17]#[N:18])=[CH:15][CH:14]=2)(=[O:12])=[O:11])[CH2:6][CH2:5]1.[H][H]. The catalyst is N.[Ni]. The product is [F:22][C:2]([F:1])([F:21])[CH2:3][N:4]1[CH2:5][CH2:6][N:7]([S:10]([C:13]2[CH:14]=[CH:15][C:16]([CH2:17][NH2:18])=[CH:19][CH:20]=2)(=[O:12])=[O:11])[CH2:8][CH2:9]1. The yield is 0.530. (7) The reactants are [C:1]([C:3]1[C:4]([C:21]2[CH:26]=[CH:25][C:24]([Cl:27])=[CH:23][C:22]=2[Cl:28])=[C:5]([C:9]2[N:10]([C:14]([O:16][C:17]([CH3:20])([CH3:19])[CH3:18])=[O:15])[CH2:11][CH2:12][N:13]=2)[S:6][C:7]=1I)#[N:2].C[Sn](C)(C)[C:31]1[CH:36]=[CH:35][N:34]=[C:33]([NH:37][C:38]([CH:40]2[CH2:42][CH2:41]2)=[O:39])[CH:32]=1.[Cl-].[Li+].O1CCOCC1. The catalyst is [Cu]I.C1C=CC([P]([Pd]([P](C2C=CC=CC=2)(C2C=CC=CC=2)C2C=CC=CC=2)([P](C2C=CC=CC=2)(C2C=CC=CC=2)C2C=CC=CC=2)[P](C2C=CC=CC=2)(C2C=CC=CC=2)C2C=CC=CC=2)(C2C=CC=CC=2)C2C=CC=CC=2)=CC=1. The product is [C:1]([C:3]1[C:4]([C:21]2[CH:26]=[CH:25][C:24]([Cl:27])=[CH:23][C:22]=2[Cl:28])=[C:5]([C:9]2[N:10]([C:14]([O:16][C:17]([CH3:20])([CH3:19])[CH3:18])=[O:15])[CH2:11][CH2:12][N:13]=2)[S:6][C:7]=1[C:31]1[CH:36]=[CH:35][N:34]=[C:33]([NH:37][C:38]([CH:40]2[CH2:41][CH2:42]2)=[O:39])[CH:32]=1)#[N:2]. The yield is 0.590. (8) The reactants are Cl[CH2:2][C:3]1[C:4]([S:9][CH:10]([CH3:12])[CH3:11])=[N:5][CH:6]=[CH:7][CH:8]=1.C([O:15][C:16]([CH:18]1[CH2:20][CH:19]1[C:21]1[CH:26]=[CH:25][C:24]([OH:27])=[C:23]([F:28])[CH:22]=1)=[O:17])C. No catalyst specified. The product is [F:28][C:23]1[CH:22]=[C:21]([CH:19]2[CH2:20][CH:18]2[C:16]([OH:17])=[O:15])[CH:26]=[CH:25][C:24]=1[O:27][CH2:2][C:3]1[C:4]([S:9][CH:10]([CH3:12])[CH3:11])=[N:5][CH:6]=[CH:7][CH:8]=1. The yield is 0.840. (9) The reactants are [CH3:1][NH:2][CH2:3][CH:4]1[CH2:8][C:7]2[CH:9]=[CH:10][CH:11]=[C:12]([C:13]3[CH:18]=[CH:17][CH:16]=[CH:15][C:14]=3[Cl:19])[C:6]=2[O:5]1.C(N(C(C)C)CC)(C)C.Cl[C:30]([O:32][CH2:33][C:34]1[CH:39]=[CH:38][CH:37]=[CH:36][CH:35]=1)=[O:31]. No catalyst specified. The product is [Cl:19][C:14]1[CH:15]=[CH:16][CH:17]=[CH:18][C:13]=1[C:12]1[C:6]2[O:5][CH:4]([CH2:3][N:2]([CH3:1])[C:30](=[O:31])[O:32][CH2:33][C:34]3[CH:39]=[CH:38][CH:37]=[CH:36][CH:35]=3)[CH2:8][C:7]=2[CH:9]=[CH:10][CH:11]=1. The yield is 0.860.